Dataset: Reaction yield outcomes from USPTO patents with 853,638 reactions. Task: Predict the reaction yield, written as a fraction of the theoretical maximum amount of product (1.0 means a 100% yield; for example, 0.34 means a 34% yield). (1) The reactants are [O:1]=[C:2]1[CH:11]=[CH:10][C:9]2[CH2:8][CH2:7][C:6](=[O:12])[N:5]3[CH2:13][C@@H:14]([CH2:15][N:16]4[CH2:21][CH2:20][CH:19]([NH:22][C:23](=[O:29])[O:24][C:25]([CH3:28])([CH3:27])[CH3:26])[CH2:18][CH2:17]4)[N:3]1[C:4]=23.C(C1C(=O)C(Cl)=C(Cl)C(=O)C=1C#N)#N.C([O-])([O-])=O.[K+].[K+].C(=O)([O-])N. The catalyst is O1CCOCC1. The product is [O:12]=[C:6]1[CH:7]=[CH:8][C:9]2[CH:10]=[CH:11][C:2](=[O:1])[N:3]3[C@H:14]([CH2:15][N:16]4[CH2:17][CH2:18][CH:19]([NH:22][C:23](=[O:29])[O:24][C:25]([CH3:27])([CH3:26])[CH3:28])[CH2:20][CH2:21]4)[CH2:13][N:5]1[C:4]=23. The yield is 0.180. (2) The reactants are [Cl:1][C:2]1[C:3](=O)[N:4]([CH2:17][CH2:18][C:19]2[CH:24]=[CH:23][CH:22]=[CH:21][CH:20]=2)[C:5]([C:9]2[CH:14]=[CH:13][CH:12]=[CH:11][C:10]=2[O:15]C)=[N:6][C:7]=1[CH3:8].P12(SP3(SP(SP(S3)(S1)=S)(=S)S2)=S)=[S:27].B(Br)(Br)Br. The catalyst is O1CCOCC1.ClCCl. The product is [Cl:1][C:2]1[C:3](=[S:27])[N:4]([CH2:17][CH2:18][C:19]2[CH:24]=[CH:23][CH:22]=[CH:21][CH:20]=2)[C:5]([C:9]2[CH:14]=[CH:13][CH:12]=[CH:11][C:10]=2[OH:15])=[N:6][C:7]=1[CH3:8]. The yield is 0.540. (3) The yield is 0.600. The product is [Cl:16][C:2]1[C:3]([C:11]([OH:13])=[O:12])=[N:4][N:5]([CH3:10])[C:6](=[O:9])[C:7]=1[CH3:8]. The reactants are O[C:2]1[C:3]([C:11]([OH:13])=[O:12])=[N:4][N:5]([CH3:10])[C:6](=[O:9])[C:7]=1[CH3:8].O=P(Cl)(Cl)[Cl:16]. No catalyst specified. (4) The catalyst is C1COCC1.CO.O. The product is [F:1][C:2]1[CH:3]=[C:4]([CH:44]=[CH:45][CH:46]=1)[CH2:5][N:6]1[C:10]([CH3:11])=[C:9]([C:12]2[C:20]3[C:15](=[N:16][CH:17]=[C:18]([C:21]4[CH:22]=[CH:23][C:24]([C:27]5[CH:32]=[CH:31][N:30]=[CH:29][CH:28]=5)=[CH:25][CH:26]=4)[CH:19]=3)[NH:14][CH:13]=2)[C:8]([CH3:43])=[N:7]1. The reactants are [F:1][C:2]1[CH:3]=[C:4]([CH:44]=[CH:45][CH:46]=1)[CH2:5][N:6]1[C:10]([CH3:11])=[C:9]([C:12]2[C:20]3[C:15](=[N:16][CH:17]=[C:18]([C:21]4[CH:26]=[CH:25][C:24]([C:27]5[CH:32]=[CH:31][N:30]=[CH:29][CH:28]=5)=[CH:23][CH:22]=4)[CH:19]=3)[N:14](S(C3C=CC(C)=CC=3)(=O)=O)[CH:13]=2)[C:8]([CH3:43])=[N:7]1.[OH-].[Li+]. The yield is 0.243. (5) The yield is 0.880. The product is [C:1]([NH:4][C:5]1[CH:14]=[C:13]([NH:15][CH2:16][CH2:17][NH:18][CH3:19])[CH:12]=[CH:11][C:6]=1[C:7]([O:9][CH3:10])=[O:8])(=[O:3])[CH3:2]. The catalyst is ClCCl. The reactants are [C:1]([NH:4][C:5]1[CH:14]=[C:13]([NH:15][CH2:16][CH2:17][N:18](C(OC(C)(C)C)=O)[CH3:19])[CH:12]=[CH:11][C:6]=1[C:7]([O:9][CH3:10])=[O:8])(=[O:3])[CH3:2].C(O)(C(F)(F)F)=O. (6) The reactants are C[O:2][C:3]([C:5]1[CH:6]=[CH:7][C:8]2[O:12][CH2:11][C:10]([CH2:14][C:15]3[CH:20]=[CH:19][CH:18]=[CH:17][CH:16]=3)([CH3:13])[C:9]=2[CH:21]=1)=[O:4].[OH-].[Na+].C(O)C.Cl. The catalyst is O1CCCC1.O. The product is [CH2:14]([C:10]1([CH3:13])[C:9]2[CH:21]=[C:5]([C:3]([OH:4])=[O:2])[CH:6]=[CH:7][C:8]=2[O:12][CH2:11]1)[C:15]1[CH:20]=[CH:19][CH:18]=[CH:17][CH:16]=1. The yield is 0.970. (7) The reactants are [Cl:1]N1C(=O)CCC1=O.[F:9][CH:10]([F:17])[C:11]1[CH:15]=[CH:14][N:13]([CH3:16])[N:12]=1.FC(F)C1N(C)N=CC=1.O. The catalyst is CN(C)C=O. The yield is 0.880. The product is [Cl:1][C:15]1[C:11]([CH:10]([F:17])[F:9])=[N:12][N:13]([CH3:16])[CH:14]=1. (8) The reactants are [CH:1]1([C:4]2[C:8]([CH2:9][S:10]([C:13]3[CH2:17][C:16]([CH3:19])([CH3:18])[O:15][N:14]=3)(=[O:12])=[O:11])=[C:7]([CH3:20])[O:6][N:5]=2)[CH2:3][CH2:2]1.CC(C)([O-])C.[K+].[Cl:27]C(Cl)(Cl)C(Cl)(Cl)Cl. The catalyst is C1COCC1.O. The product is [Cl:27][CH:9]([S:10]([C:13]1[CH2:17][C:16]([CH3:18])([CH3:19])[O:15][N:14]=1)(=[O:11])=[O:12])[C:8]1[C:4]([CH:1]2[CH2:3][CH2:2]2)=[N:5][O:6][C:7]=1[CH3:20]. The yield is 0.440. (9) The reactants are ClC(Cl)(O[C:5](=[O:11])OC(Cl)(Cl)Cl)Cl.[CH:13]([N:16]1[C:20]2[N:21]=[C:22]([C:31]3[CH:36]=[CH:35][C:34]([NH2:37])=[CH:33][CH:32]=3)[N:23]=[C:24]([N:25]3[CH2:30][CH2:29][O:28][CH2:27][CH2:26]3)[C:19]=2[N:18]=[N:17]1)([CH3:15])[CH3:14].CN.C[CH2:41][N:42](CC)CC. The catalyst is C(Cl)Cl. The product is [CH:13]([N:16]1[C:20]2[N:21]=[C:22]([C:31]3[CH:32]=[CH:33][C:34]([NH:37][C:5]([NH:42][CH3:41])=[O:11])=[CH:35][CH:36]=3)[N:23]=[C:24]([N:25]3[CH2:30][CH2:29][O:28][CH2:27][CH2:26]3)[C:19]=2[N:18]=[N:17]1)([CH3:15])[CH3:14]. The yield is 0.790. (10) The reactants are [OH-:1].[Na+].[Cl:3][C:4]1[CH:11]=[C:10]([O:12][CH3:13])[C:9]([O:14][CH2:15][CH3:16])=[CH:8][C:5]=1[CH:6]=[O:7]. The catalyst is O.[Ag-]=O. The product is [Cl:3][C:4]1[CH:11]=[C:10]([O:12][CH3:13])[C:9]([O:14][CH2:15][CH3:16])=[CH:8][C:5]=1[C:6]([OH:1])=[O:7]. The yield is 0.770.